Task: Predict the product of the given reaction.. Dataset: Forward reaction prediction with 1.9M reactions from USPTO patents (1976-2016) Given the reactants O[CH2:2][CH2:3][CH2:4][CH2:5][CH2:6][N:7]1[C:16]2[C:11]([C:12](=[O:18])[NH:13][C:14](=[O:17])[N:15]=2)=[N:10][C:9]2[CH:19]=[C:20]([CH3:24])[C:21]([CH3:23])=[CH:22][C:8]1=2.C(Br)(Br)(Br)[Br:26].C1(P(C2C=CC=CC=2)C2C=CC=CC=2)C=CC=CC=1, predict the reaction product. The product is: [Br:26][CH2:2][CH2:3][CH2:4][CH2:5][CH2:6][N:7]1[C:16]2[C:11]([C:12](=[O:18])[NH:13][C:14](=[O:17])[N:15]=2)=[N:10][C:9]2[CH:19]=[C:20]([CH3:24])[C:21]([CH3:23])=[CH:22][C:8]1=2.